From a dataset of Full USPTO retrosynthesis dataset with 1.9M reactions from patents (1976-2016). Predict the reactants needed to synthesize the given product. (1) The reactants are: [NH2:1][C@H:2]([C:12]([O:14][C:15]([CH3:18])([CH3:17])[CH3:16])=[O:13])[CH2:3][O:4][CH2:5][C:6]1[CH:11]=[CH:10][CH:9]=[CH:8][CH:7]=1.[N:19]1(C(Cl)=O)[CH2:24][CH2:23][O:22][CH2:21][CH2:20]1. Given the product [NH:1]([N:19]1[CH2:24][CH2:23][O:22][CH2:21][CH2:20]1)[C@H:2]([C:12]([O:14][C:15]([CH3:18])([CH3:17])[CH3:16])=[O:13])[CH2:3][O:4][CH2:5][C:6]1[CH:7]=[CH:8][CH:9]=[CH:10][CH:11]=1, predict the reactants needed to synthesize it. (2) Given the product [CH:20]1([CH2:25][C:26]2[NH:28][C:4](=[O:6])[C:3]([C:1]#[N:2])=[C:8]([NH:11][C:12]3[CH:17]=[CH:16][CH:15]=[C:14]([F:18])[CH:13]=3)[N:27]=2)[CH2:24][CH2:23][CH2:22][CH2:21]1, predict the reactants needed to synthesize it. The reactants are: [C:1]([C:3](=[C:8]([NH:11][C:12]1[CH:17]=[CH:16][CH:15]=[C:14]([F:18])[CH:13]=1)SC)[C:4]([O:6]C)=O)#[N:2].Cl.[CH:20]1([CH2:25][C:26]([NH2:28])=[NH:27])[CH2:24][CH2:23][CH2:22][CH2:21]1.C(=O)([O-])[O-].[K+].[K+]. (3) Given the product [CH:3]([CH:4]1[CH2:13][CH2:12][CH2:11][C:10]2[C:9]([C:14]#[N:15])=[CH:8][CH:7]=[CH:6][C:5]1=2)=[O:2], predict the reactants needed to synthesize it. The reactants are: C[O:2][CH:3]=[C:4]1[CH2:13][CH2:12][CH2:11][C:10]2[C:9]([C:14]#[N:15])=[CH:8][CH:7]=[CH:6][C:5]1=2.B(Br)(Br)Br. (4) Given the product [C:1]1([C@@H:7]([NH:9][C@H:10]2[CH2:15][CH2:14][O:13][CH2:12][C@H:11]2[C:16]([O:18][CH2:19][CH3:20])=[O:17])[CH3:8])[CH:6]=[CH:5][CH:4]=[CH:3][CH:2]=1, predict the reactants needed to synthesize it. The reactants are: [C:1]1([C@@H:7]([NH:9][C:10]2[CH2:15][CH2:14][O:13][CH2:12][C:11]=2[C:16]([O:18][CH2:19][CH3:20])=[O:17])[CH3:8])[CH:6]=[CH:5][CH:4]=[CH:3][CH:2]=1.[O-]S([O-])(=O)=O.[Mg+2].CC(O)=O.[BH-](OC(C)=O)(OC(C)=O)OC(C)=O.[Na+]. (5) Given the product [CH:1]1([CH2:7][N:8]2[CH2:13][CH2:12][C@@H:11]([NH:16][C:17](=[O:23])[O:18][C:19]([CH3:22])([CH3:21])[CH3:20])[C:9]2=[O:10])[CH2:6][CH2:5][CH2:4][CH2:3][CH2:2]1, predict the reactants needed to synthesize it. The reactants are: [CH:1]1([CH2:7][NH:8][C:9]([C@H:11]([NH:16][C:17](=[O:23])[O:18][C:19]([CH3:22])([CH3:21])[CH3:20])[CH2:12][CH2:13]SC)=[O:10])[CH2:6][CH2:5][CH2:4][CH2:3][CH2:2]1. (6) Given the product [NH2:8][CH:9]1[CH2:10][CH2:11][N:12]([CH2:15][C:16]2[CH:17]=[C:18]([NH:25][C:26]3[CH:31]=[CH:30][CH:29]=[CH:28][CH:27]=3)[C:19]3[N:20]([CH:22]=[CH:23][N:24]=3)[N:21]=2)[CH2:13][CH2:14]1, predict the reactants needed to synthesize it. The reactants are: C([NH:8][CH:9]1[CH2:14][CH2:13][N:12]([CH2:15][C:16]2[CH:17]=[C:18]([N:25](CC3C=CC(OC)=CC=3)[C:26]3[CH:31]=[CH:30][CH:29]=[CH:28][CH:27]=3)[C:19]3[N:20]([CH:22]=[CH:23][N:24]=3)[N:21]=2)[CH2:11][CH2:10]1)C1C=CC=CC=1.CC(O)=O.[H][H].C(O)(C(F)(F)F)=O.